This data is from Full USPTO retrosynthesis dataset with 1.9M reactions from patents (1976-2016). The task is: Predict the reactants needed to synthesize the given product. (1) Given the product [Cl:1][C:2]1[C:6]([S:7][CH3:8])=[N:5][N:4]([CH2:23][C:24]([N:26]2[CH2:27][CH2:28][N:29]([C:32]3[CH:37]=[CH:36][C:35]([F:38])=[CH:34][CH:33]=3)[CH2:30][CH2:31]2)=[O:25])[C:3]=1[C:9]1[CH:14]=[CH:13][C:12]([F:15])=[CH:11][CH:10]=1, predict the reactants needed to synthesize it. The reactants are: [Cl:1][C:2]1[C:3]([C:9]2[CH:14]=[CH:13][C:12]([F:15])=[CH:11][CH:10]=2)=[N:4][NH:5][C:6]=1[S:7][CH3:8].C([O-])([O-])=O.[K+].[K+].Cl[CH2:23][C:24]([N:26]1[CH2:31][CH2:30][N:29]([C:32]2[CH:37]=[CH:36][C:35]([F:38])=[CH:34][CH:33]=2)[CH2:28][CH2:27]1)=[O:25].CN(C=O)C. (2) Given the product [S:3]1[C:4]2[CH:10]=[CH:9][CH:8]=[CH:7][C:5]=2[N:6]=[C:2]1[NH:1][C:45](=[O:46])[N:35]([CH2:34][C:31]1[CH:32]=[CH:33][C:28]([C:26]([NH:25][C:20]2[CH:21]=[CH:22][CH:23]=[CH:24][C:19]=2[NH:18][C:16]([O:15][C:11]([CH3:14])([CH3:13])[CH3:12])=[O:17])=[O:27])=[N:29][CH:30]=1)[CH2:36][CH2:37][CH2:38][N:39]([CH3:41])[CH3:40], predict the reactants needed to synthesize it. The reactants are: [NH2:1][C:2]1[S:3][C:4]2[CH:10]=[CH:9][CH:8]=[CH:7][C:5]=2[N:6]=1.[C:11]([O:15][C:16]([NH:18][C:19]1[CH:24]=[CH:23][CH:22]=[CH:21][C:20]=1[NH:25][C:26]([C:28]1[CH:33]=[CH:32][C:31]([CH2:34][NH:35][CH2:36][CH2:37][CH2:38][N:39]([CH3:41])[CH3:40])=[CH:30][N:29]=1)=[O:27])=[O:17])([CH3:14])([CH3:13])[CH3:12].O.C1C[O:46][CH2:45]C1.